Dataset: Peptide-MHC class I binding affinity with 185,985 pairs from IEDB/IMGT. Task: Regression. Given a peptide amino acid sequence and an MHC pseudo amino acid sequence, predict their binding affinity value. This is MHC class I binding data. (1) The peptide sequence is VLGMLIPLSVCSV. The MHC is HLA-A02:01 with pseudo-sequence HLA-A02:01. The binding affinity (normalized) is 0.712. (2) The peptide sequence is IASPAWFLF. The MHC is HLA-B57:01 with pseudo-sequence HLA-B57:01. The binding affinity (normalized) is 0.857. (3) The peptide sequence is LLYTHINAL. The MHC is HLA-A02:02 with pseudo-sequence HLA-A02:02. The binding affinity (normalized) is 0.798. (4) The peptide sequence is SLPPNFSSL. The MHC is BoLA-AW10 with pseudo-sequence BoLA-AW10. The binding affinity (normalized) is 0.0641. (5) The peptide sequence is METDFLELAM. The MHC is HLA-B18:01 with pseudo-sequence HLA-B18:01. The binding affinity (normalized) is 0.665. (6) The peptide sequence is YTIERIFNAK. The MHC is HLA-A31:01 with pseudo-sequence HLA-A31:01. The binding affinity (normalized) is 0.244. (7) The binding affinity (normalized) is 0.0847. The MHC is HLA-A30:01 with pseudo-sequence HLA-A30:01. The peptide sequence is KRFYQTVGF. (8) The MHC is HLA-B54:01 with pseudo-sequence HLA-B54:01. The binding affinity (normalized) is 0.214. The peptide sequence is YPLTFGWCY. (9) The peptide sequence is RVNHAKYMVT. The MHC is HLA-A02:02 with pseudo-sequence HLA-A02:02. The binding affinity (normalized) is 0.0367.